This data is from Forward reaction prediction with 1.9M reactions from USPTO patents (1976-2016). The task is: Predict the product of the given reaction. Given the reactants Cl.[Cl:2][C:3]1[CH:4]=[C:5]2[C:9](=[CH:10][CH:11]=1)[NH:8][CH:7]=[C:6]2[CH2:12][CH2:13][NH2:14].[O:15]1[CH:19]=[CH:18][CH:17]=[C:16]1[C:20]1[N:24]([CH3:25])[N:23]=[C:22]([C:26](Cl)=[O:27])[CH:21]=1.C(N(CC)CC)C.C(OCC)(=O)C, predict the reaction product. The product is: [Cl:2][C:3]1[CH:4]=[C:5]2[C:9](=[CH:10][CH:11]=1)[NH:8][CH:7]=[C:6]2[CH2:12][CH2:13][NH:14][C:26]([C:22]1[CH:21]=[C:20]([C:16]2[O:15][CH:19]=[CH:18][CH:17]=2)[N:24]([CH3:25])[N:23]=1)=[O:27].